Predict the reactants needed to synthesize the given product. From a dataset of Full USPTO retrosynthesis dataset with 1.9M reactions from patents (1976-2016). (1) Given the product [OH:19][CH2:18][CH2:17][NH:16][C:13]([C:4]1[N:3]=[C:2]([Cl:1])[C:11]2[C:6]([C:5]=1[OH:12])=[CH:7][CH:8]=[CH:9][CH:10]=2)=[O:15], predict the reactants needed to synthesize it. The reactants are: [Cl:1][C:2]1[C:11]2[C:6](=[CH:7][CH:8]=[CH:9][CH:10]=2)[C:5]([OH:12])=[C:4]([C:13]([OH:15])=O)[N:3]=1.[NH2:16][CH2:17][CH2:18][OH:19]. (2) Given the product [CH2:36]([N:35]([S:32]([N:6]([CH2:5][C:4]([OH:40])=[O:3])[CH2:7][C:8]1[CH:13]=[CH:12][CH:11]=[C:10]([O:14][CH2:15][C:16]2[N:17]=[C:18]([C:22]3[CH:23]=[CH:24][C:25]([C:28]([F:30])([F:31])[F:29])=[CH:26][CH:27]=3)[O:19][C:20]=2[CH3:21])[CH:9]=1)(=[O:33])=[O:34])[CH2:38][CH3:39])[CH3:37], predict the reactants needed to synthesize it. The reactants are: C([O:3][C:4](=[O:40])[CH2:5][N:6]([S:32]([N:35]([CH2:38][CH3:39])[CH2:36][CH3:37])(=[O:34])=[O:33])[CH2:7][C:8]1[CH:13]=[CH:12][CH:11]=[C:10]([O:14][CH2:15][C:16]2[N:17]=[C:18]([C:22]3[CH:27]=[CH:26][C:25]([C:28]([F:31])([F:30])[F:29])=[CH:24][CH:23]=3)[O:19][C:20]=2[CH3:21])[CH:9]=1)C.O.[OH-].[Li+]. (3) Given the product [Cl:35][C:36]1[CH:48]=[C:47]([Cl:49])[CH:46]=[CH:45][C:37]=1[CH2:38][N:39]1[CH2:40][CH2:41][N:42]([C:32](=[O:33])[CH2:31][N:15]2[CH2:16][CH2:17][C:18]([C:19]3[CH:24]=[CH:23][CH:22]=[CH:21][CH:20]=3)([C:25]3[CH:30]=[CH:29][CH:28]=[CH:27][CH:26]=3)[C:14]2=[O:13])[CH2:43][CH2:44]1, predict the reactants needed to synthesize it. The reactants are: Cl.C(N=C=NCCCN(C)C)C.[O:13]=[C:14]1[C:18]([C:25]2[CH:30]=[CH:29][CH:28]=[CH:27][CH:26]=2)([C:19]2[CH:24]=[CH:23][CH:22]=[CH:21][CH:20]=2)[CH2:17][CH2:16][N:15]1[CH2:31][C:32](O)=[O:33].[Cl:35][C:36]1[CH:48]=[C:47]([Cl:49])[CH:46]=[CH:45][C:37]=1[CH2:38][N:39]1[CH2:44][CH2:43][NH:42][CH2:41][CH2:40]1. (4) Given the product [CH3:14][O:15][C:16]1[CH:17]=[CH:18][C:19]([CH2:20][N:21]2[CH:25]=[C:24]([B:5]3[O:6][C:7]([CH3:12])([CH3:13])[C:8]([CH3:10])([CH3:11])[O:9]3)[C:23]([CH2:27][OH:28])=[N:22]2)=[CH:29][CH:30]=1, predict the reactants needed to synthesize it. The reactants are: C(O[B:5]1[O:9][C:8]([CH3:11])([CH3:10])[C:7]([CH3:13])([CH3:12])[O:6]1)(C)C.[CH3:14][O:15][C:16]1[CH:30]=[CH:29][C:19]([CH2:20][N:21]2[CH:25]=[C:24](I)[C:23]([CH2:27][OH:28])=[N:22]2)=[CH:18][CH:17]=1.[Li]CCCC. (5) Given the product [Si:26]([O:25][C@H:10]1[C@H:9]([NH:8][C:6](=[O:7])[O:5][C:1]([CH3:4])([CH3:3])[CH3:2])[CH2:14][CH2:13][NH:12][CH2:11]1)([C:29]([CH3:32])([CH3:31])[CH3:30])([CH3:28])[CH3:27], predict the reactants needed to synthesize it. The reactants are: [C:1]([O:5][C:6]([NH:8][C@@H:9]1[CH2:14][CH2:13][N:12](C(OCC2C=CC=CC=2)=O)[CH2:11][C@H:10]1[O:25][Si:26]([C:29]([CH3:32])([CH3:31])[CH3:30])([CH3:28])[CH3:27])=[O:7])([CH3:4])([CH3:3])[CH3:2]. (6) The reactants are: [F:1][C:2]([F:31])([F:30])[C:3]1[CH:29]=[CH:28][CH:27]=[CH:26][C:4]=1[C:5]([C:7]1[N:11]2[CH2:12][CH2:13][CH2:14][CH2:15][C:10]2=[C:9]([C:16]2[CH:25]=[CH:24][C:19]([C:20]([O:22]C)=[O:21])=[CH:18][CH:17]=2)[N:8]=1)=[O:6].[Li+].[OH-]. Given the product [F:31][C:2]([F:1])([F:30])[C:3]1[CH:29]=[CH:28][CH:27]=[CH:26][C:4]=1[C:5]([C:7]1[N:11]2[CH2:12][CH2:13][CH2:14][CH2:15][C:10]2=[C:9]([C:16]2[CH:25]=[CH:24][C:19]([C:20]([OH:22])=[O:21])=[CH:18][CH:17]=2)[N:8]=1)=[O:6], predict the reactants needed to synthesize it.